From a dataset of Peptide-MHC class II binding affinity with 134,281 pairs from IEDB. Regression. Given a peptide amino acid sequence and an MHC pseudo amino acid sequence, predict their binding affinity value. This is MHC class II binding data. (1) The peptide sequence is WGNGCGLFGKGSIVA. The MHC is DRB1_1302 with pseudo-sequence DRB1_1302. The binding affinity (normalized) is 0.325. (2) The MHC is HLA-DPA10103-DPB10301 with pseudo-sequence HLA-DPA10103-DPB10301. The peptide sequence is ALTEALRVIAGAFEV. The binding affinity (normalized) is 0.449. (3) The peptide sequence is MNVSIPHSFTMTLK. The MHC is DRB1_0901 with pseudo-sequence DRB1_0901. The binding affinity (normalized) is 0.311. (4) The peptide sequence is DCLLCAYSIEFGTNI. The MHC is HLA-DPA10201-DPB10501 with pseudo-sequence HLA-DPA10201-DPB10501. The binding affinity (normalized) is 0.292. (5) The MHC is HLA-DPA10103-DPB10401 with pseudo-sequence HLA-DPA10103-DPB10401. The peptide sequence is QITKIQNFRVYYRDSRDPIW. The binding affinity (normalized) is 0.355. (6) The peptide sequence is NDFLKTGHYTQMVWA. The MHC is HLA-DQA10501-DQB10301 with pseudo-sequence HLA-DQA10501-DQB10301. The binding affinity (normalized) is 0.576.